This data is from Reaction yield outcomes from USPTO patents with 853,638 reactions. The task is: Predict the reaction yield, written as a fraction of the theoretical maximum amount of product (1.0 means a 100% yield; for example, 0.34 means a 34% yield). (1) The reactants are [CH:1]([C:3]1[CH:4]=[C:5]([CH:11]=[CH:12][CH:13]=1)[O:6][CH2:7][C:8]([OH:10])=O)=[O:2].[N:14]1([C:20]([O:22][C:23]([CH3:26])([CH3:25])[CH3:24])=[O:21])[CH2:19][CH2:18][NH:17][CH2:16][CH2:15]1.CN(C(ON1N=NC2C=CC=NC1=2)=[N+](C)C)C.F[P-](F)(F)(F)(F)F.CCN(C(C)C)C(C)C. The catalyst is C(Cl)Cl.CN(C1C=CN=CC=1)C. The product is [CH:1]([C:3]1[CH:4]=[C:5]([CH:11]=[CH:12][CH:13]=1)[O:6][CH2:7][C:8]([N:17]1[CH2:16][CH2:15][N:14]([C:20]([O:22][C:23]([CH3:26])([CH3:25])[CH3:24])=[O:21])[CH2:19][CH2:18]1)=[O:10])=[O:2]. The yield is 0.290. (2) The reactants are [N+:1]([CH2:4][CH:5]([C:12]1[C:20]2[C:15](=[CH:16][CH:17]=[CH:18][CH:19]=2)[NH:14][CH:13]=1)[C:6]1[CH:11]=[CH:10][CH:9]=[CH:8][CH:7]=1)([O-:3])=[O:2].I[C:22]1[CH:27]=[CH:26][CH:25]=[CH:24][CH:23]=1.[O-]P([O-])([O-])=O.[K+].[K+].[K+]. The catalyst is CS(C)=O.O. The product is [N+:1]([CH2:4][CH:5]([C:12]1[C:20]2[C:15](=[CH:16][CH:17]=[CH:18][CH:19]=2)[N:14]([C:22]2[CH:27]=[CH:26][CH:25]=[CH:24][CH:23]=2)[CH:13]=1)[C:6]1[CH:7]=[CH:8][CH:9]=[CH:10][CH:11]=1)([O-:3])=[O:2]. The yield is 0.253.